From a dataset of Forward reaction prediction with 1.9M reactions from USPTO patents (1976-2016). Predict the product of the given reaction. (1) Given the reactants [C:1]([NH:4][C:5]1[S:6][C:7]2[CH:13]=[CH:12][CH:11]=[C:10]([O:14][C:15]3[N:20]=[CH:19][N:18]=[C:17]([C:21]4[CH:26]=[CH:25][C:24]([C:27]([F:30])([F:29])[F:28])=[CH:23][C:22]=4[NH:31][C:32]([C@:34]4([CH3:39])[CH2:38][CH2:37][CH2:36][NH:35]4)=[O:33])[CH:16]=3)[C:8]=2[N:9]=1)(=[O:3])[CH3:2].[CH3:40][C:41]([CH3:43])=O, predict the reaction product. The product is: [C:1]([NH:4][C:5]1[S:6][C:7]2[CH:13]=[CH:12][CH:11]=[C:10]([O:14][C:15]3[N:20]=[CH:19][N:18]=[C:17]([C:21]4[CH:26]=[CH:25][C:24]([C:27]([F:29])([F:30])[F:28])=[CH:23][C:22]=4[NH:31][C:32]([C@:34]4([CH3:39])[CH2:38][CH2:37][CH2:36][N:35]4[CH:41]([CH3:43])[CH3:40])=[O:33])[CH:16]=3)[C:8]=2[N:9]=1)(=[O:3])[CH3:2]. (2) Given the reactants Cl[C:2]1[CH:7]=[C:6]([C:8]2[S:9][CH:10]=[C:11]([C:13]3[C:18](=[O:19])[NH:17][C:16]([CH3:20])=[C:15]([C:21]([O:23][CH2:24][CH3:25])=[O:22])[CH:14]=3)[N:12]=2)[CH:5]=[CH:4][N:3]=1.[N:26]1[CH:31]=[CH:30][CH:29]=[C:28]([CH2:32][NH2:33])[CH:27]=1, predict the reaction product. The product is: [CH3:20][C:16]1[NH:17][C:18](=[O:19])[C:13]([C:11]2[N:12]=[C:8]([C:6]3[CH:5]=[CH:4][N:3]=[C:2]([NH:33][CH2:32][C:28]4[CH:27]=[N:26][CH:31]=[CH:30][CH:29]=4)[CH:7]=3)[S:9][CH:10]=2)=[CH:14][C:15]=1[C:21]([O:23][CH2:24][CH3:25])=[O:22]. (3) Given the reactants [Cl:1][C:2]1[N:7]=[CH:6][C:5]([NH2:8])=[C:4](I)[CH:3]=1.[C:10]1(B(O)O)[CH:15]=[CH:14][CH:13]=[CH:12][CH:11]=1.C([O-])([O-])=O.[Na+].[Na+].C1(C)C=CC=CC=1, predict the reaction product. The product is: [Cl:1][C:2]1[N:7]=[CH:6][C:5]([NH2:8])=[C:4]([C:10]2[CH:15]=[CH:14][CH:13]=[CH:12][CH:11]=2)[CH:3]=1. (4) Given the reactants [F:1][C:2]([F:43])([F:42])[C:3]1[CH:4]=[C:5]([C:13]2([C:38]([F:41])([F:40])[F:39])[O:17][N:16]=[C:15]([C:18]3[CH:19]=[C:20]4[C:24](=[CH:25][CH:26]=3)[C:23]3([CH2:29][N:28](C(OC(C)(C)C)=O)[CH2:27]3)[NH:22][C:21]4=[O:37])[CH2:14]2)[CH:6]=[C:7]([C:9]([F:12])([F:11])[F:10])[CH:8]=1.Cl, predict the reaction product. The product is: [F:43][C:2]([F:1])([F:42])[C:3]1[CH:4]=[C:5]([C:13]2([C:38]([F:39])([F:40])[F:41])[O:17][N:16]=[C:15]([C:18]3[CH:19]=[C:20]4[C:24](=[CH:25][CH:26]=3)[C:23]3([CH2:27][NH:28][CH2:29]3)[NH:22][C:21]4=[O:37])[CH2:14]2)[CH:6]=[C:7]([C:9]([F:12])([F:11])[F:10])[CH:8]=1. (5) Given the reactants C12(CS(O)(=O)=O)C(C)(C)C(CC1)CC2=O.[CH2:16]([N:18]1[C:24]2[CH:25]=[CH:26][C:27]([NH2:29])=[CH:28][C:23]=2[O:22][CH2:21][CH2:20][CH2:19]1)[CH3:17].Cl[C:31]1[N:36]=[C:35]([NH:37][C@@H:38]2[CH2:43][CH2:42][CH2:41][CH2:40][C@H:39]2[NH:44][S:45]([CH3:48])(=[O:47])=[O:46])[C:34]([Cl:49])=[CH:33][N:32]=1.C(=O)([O-])[O-], predict the reaction product. The product is: [Cl:49][C:34]1[C:35]([NH:37][C@@H:38]2[CH2:43][CH2:42][CH2:41][CH2:40][C@H:39]2[NH:44][S:45]([CH3:48])(=[O:47])=[O:46])=[N:36][C:31]([NH:29][C:27]2[CH:26]=[CH:25][C:24]3[N:18]([CH2:16][CH3:17])[CH2:19][CH2:20][CH2:21][O:22][C:23]=3[CH:28]=2)=[N:32][CH:33]=1. (6) Given the reactants CS(O[CH2:6][C:7]1[O:11][N:10]=[C:9]([CH3:12])[C:8]=1[C:13]1[C:14]([C:19](=[O:27])[C:20]2[CH:25]=[CH:24][C:23]([Cl:26])=[CH:22][CH:21]=2)=[N:15][N:16]([CH3:18])[CH:17]=1)(=O)=O.[N-:28]=[N+:29]=[N-:30].[Na+], predict the reaction product. The product is: [N:28]([CH2:6][C:7]1[O:11][N:10]=[C:9]([CH3:12])[C:8]=1[C:13]1[C:14]([C:19]([C:20]2[CH:25]=[CH:24][C:23]([Cl:26])=[CH:22][CH:21]=2)=[O:27])=[N:15][N:16]([CH3:18])[CH:17]=1)=[N+:29]=[N-:30]. (7) Given the reactants [C:1]([O:5][C:6]([N:8]1[CH2:13][CH2:12][CH:11]([C:14]([OH:16])=O)[CH2:10][CH2:9]1)=[O:7])([CH3:4])([CH3:3])[CH3:2].CN(C(O[N:32]1N=[N:32][C:27]2[CH:28]=[CH:29][CH:29]=[CH:28][C:27]1=2)=[N+](C)C)C.[B-](F)(F)(F)F.C(N(CC)CC)C.N1CCC1, predict the reaction product. The product is: [C:1]([O:5][C:6]([N:8]1[CH2:9][CH2:10][CH:11]([C:14]([N:32]2[CH2:29][CH2:28][CH2:27]2)=[O:16])[CH2:12][CH2:13]1)=[O:7])([CH3:2])([CH3:3])[CH3:4]. (8) Given the reactants [CH:1]1([C:6]#[N:7])[CH2:5][CH2:4][CH2:3][CH2:2]1.[Cl:8][C:9]1[CH:14]=[CH:13][CH:12]=[C:11](F)[N:10]=1.C[Si]([N-][Si](C)(C)C)(C)C.[Na+].O, predict the reaction product. The product is: [Cl:8][C:9]1[N:10]=[C:11]([C:1]2([C:6]#[N:7])[CH2:5][CH2:4][CH2:3][CH2:2]2)[CH:12]=[CH:13][CH:14]=1. (9) Given the reactants Br[C:2]1[CH:7]=[CH:6][C:5]([C:8]([N:10]2[CH2:15][CH2:14][N:13]([C:16]3[C:21]([CH3:22])=[CH:20][C:19]([CH:23]4[CH2:25][CH2:24]4)=[CH:18][N:17]=3)[CH2:12][CH2:11]2)=[O:9])=[C:4]([CH3:26])[CH:3]=1.[CH3:27][C@@H:28]1[CH2:32][O:31][C:30](=[O:33])[NH:29]1, predict the reaction product. The product is: [CH:23]1([C:19]2[CH:20]=[C:21]([CH3:22])[C:16]([N:13]3[CH2:14][CH2:15][N:10]([C:8]([C:5]4[CH:6]=[CH:7][C:2]([N:29]5[C@H:28]([CH3:27])[CH2:32][O:31][C:30]5=[O:33])=[CH:3][C:4]=4[CH3:26])=[O:9])[CH2:11][CH2:12]3)=[N:17][CH:18]=2)[CH2:25][CH2:24]1. (10) The product is: [CH3:1][O:2][C:3]([C:5]1[CH:10]=[N:9][C:8]([CH:25]([O:26][CH3:27])[O:28][CH3:29])=[CH:7][N:6]=1)=[O:4]. Given the reactants [CH3:1][O:2][C:3]([C:5]1[CH:10]=[N:9][C:8](C=CN(C)C)=[CH:7][N:6]=1)=[O:4].I([O-])(=O)(=O)=O.[Na+].O.CO[CH:25]([O:28][CH3:29])[O:26][CH3:27], predict the reaction product.